This data is from Forward reaction prediction with 1.9M reactions from USPTO patents (1976-2016). The task is: Predict the product of the given reaction. The product is: [CH3:19][C:12]1[CH:13]=[C:14]([S:18][CH2:9][C:7]#[CH:8])[CH:15]=[CH:16][CH:17]=1. Given the reactants C(=O)([O-])[O-].[K+].[K+].[CH2:7]([C:9](C)=O)[CH3:8].[C:12]1([CH3:19])[CH:17]=[CH:16][CH:15]=[C:14]([SH:18])[CH:13]=1.C(Br)C#C, predict the reaction product.